From a dataset of Forward reaction prediction with 1.9M reactions from USPTO patents (1976-2016). Predict the product of the given reaction. (1) Given the reactants [N:1]1([CH2:7][CH2:8][CH2:9][O:10][C:11]2[CH:21]=[CH:20][C:14]3[CH2:15][CH2:16][NH:17][CH2:18][CH2:19][C:13]=3[CH:12]=2)[CH2:6][CH2:5][CH2:4][CH2:3][CH2:2]1.CCN(C(C)C)C(C)C.[C:31]1([S:37](Cl)(=[O:39])=[O:38])[CH:36]=[CH:35][CH:34]=[CH:33][CH:32]=1.C(O)C(N)(CO)CO, predict the reaction product. The product is: [C:31]1([S:37]([N:17]2[CH2:18][CH2:19][C:13]3[CH:12]=[C:11]([O:10][CH2:9][CH2:8][CH2:7][N:1]4[CH2:2][CH2:3][CH2:4][CH2:5][CH2:6]4)[CH:21]=[CH:20][C:14]=3[CH2:15][CH2:16]2)(=[O:39])=[O:38])[CH:36]=[CH:35][CH:34]=[CH:33][CH:32]=1. (2) Given the reactants [C:1]([N:8]1[CH2:13][CH2:12][C:11](=O)[CH2:10][CH2:9]1)([O:3][C:4]([CH3:7])([CH3:6])[CH3:5])=[O:2].[N:15]1([C:21]([O:23][CH2:24][C:25]2[CH:30]=[CH:29][CH:28]=[CH:27][CH:26]=2)=[O:22])[CH2:20][CH2:19][NH:18][CH2:17][CH2:16]1.CC(O)=O.C(O[BH-](OC(=O)C)OC(=O)C)(=O)C.[Na+], predict the reaction product. The product is: [CH3:5][C:4]([O:3][C:1]([N:8]1[CH2:13][CH2:12][CH:11]([N:18]2[CH2:17][CH2:16][N:15]([C:21]([O:23][CH2:24][C:25]3[CH:30]=[CH:29][CH:28]=[CH:27][CH:26]=3)=[O:22])[CH2:20][CH2:19]2)[CH2:10][CH2:9]1)=[O:2])([CH3:7])[CH3:6].